Dataset: Full USPTO retrosynthesis dataset with 1.9M reactions from patents (1976-2016). Task: Predict the reactants needed to synthesize the given product. (1) The reactants are: [Cl:1][C:2]([Cl:28])([Cl:27])[CH2:3][O:4][C:5]([C@@H:7]1[CH2:12][CH2:11][CH2:10][N:9]([C:13]([O:15]C(C)(C)C)=O)[N:8]1C(OC(C)(C)C)=O)=[O:6].FC(F)(F)C(O)=O.[NH:36]([C:53]([O:55][C:56]([CH3:59])([CH3:58])[CH3:57])=[O:54])[C@H:37](C(N[C@H](C(O)=O)C)=O)[CH2:38][C:39]1[CH:44]=[CH:43][CH:42]=[CH:41][CH:40]=1.C(N(CC)C(C)C)(C)C.C[NH3+].F[P-](F)(F)(F)(F)F.N1(OC(N(C)C)=[N+](C)C)C2N=CC=CC=2N=N1.F[P-](F)(F)(F)(F)F. Given the product [Cl:28][C:2]([Cl:1])([Cl:27])[CH2:3][O:4][C:5]([C@@H:7]1[CH2:12][CH2:11][CH2:10][N:9]([C:13](=[O:15])[C@@H:37]([NH:36][C:53]([O:55][C:56]([CH3:59])([CH3:58])[CH3:57])=[O:54])[CH2:38][C:39]2[CH:44]=[CH:43][CH:42]=[CH:41][CH:40]=2)[NH:8]1)=[O:6], predict the reactants needed to synthesize it. (2) Given the product [OH:1][CH:2]1[CH2:7][CH2:6][CH2:5][N:4]([C:11](=[O:12])[CH2:10][C:9](=[O:13])[CH3:8])[CH2:3]1, predict the reactants needed to synthesize it. The reactants are: [OH:1][CH:2]1[CH2:7][CH2:6][CH2:5][NH:4][CH2:3]1.[CH2:8]=[C:9]1[O:13][C:11](=[O:12])[CH2:10]1. (3) Given the product [C:1]([N:4]1[C:12]2[C:7](=[CH:8][C:9]([C:13]([CH:21]3[C:22](=[O:24])[O:23][C:18]([CH3:26])([CH3:17])[O:19][C:20]3=[O:25])=[O:15])=[CH:10][CH:11]=2)[C:6]([CH3:16])=[N:5]1)(=[O:3])[CH3:2], predict the reactants needed to synthesize it. The reactants are: [C:1]([N:4]1[C:12]2[C:7](=[CH:8][C:9]([C:13]([OH:15])=O)=[CH:10][CH:11]=2)[C:6]([CH3:16])=[N:5]1)(=[O:3])[CH3:2].[CH3:17][C:18]1([CH3:26])[O:23][C:22](=[O:24])[CH2:21][C:20](=[O:25])[O:19]1.CCN=C=NCCCN(C)C.Cl. (4) Given the product [CH2:14]([NH:13][C:11]([NH:10][C:8]1[S:9][C:5]2[CH:4]=[C:3]([CH2:2][NH:1][S:21]([C:3]3[CH:17]=[CH:16][CH:6]=[CH:5][CH:4]=3)(=[O:23])=[O:22])[CH:17]=[CH:16][C:6]=2[N:7]=1)=[O:12])[CH3:15], predict the reactants needed to synthesize it. The reactants are: [NH2:1][CH2:2][C:3]1[CH:17]=[CH:16][C:6]2[N:7]=[C:8]([NH:10][C:11]([NH:13][CH2:14][CH3:15])=[O:12])[S:9][C:5]=2[CH:4]=1.ClCCl.[S:21](Cl)(Cl)(=[O:23])=[O:22]. (5) Given the product [CH:24]1[CH:23]=[C:19]([C:20]([OH:22])=[O:21])[C:18]([C:17]([O:4][OH:3])=[O:27])=[CH:26][CH:25]=1, predict the reactants needed to synthesize it. The reactants are: OO.[OH:3][O:4]S([O-])=O.[K+].C(OO)=O.NC(N)=O.[C:17]1(=[O:27])[O:22][C:20](=[O:21])[C:19]2=[CH:23][CH:24]=[CH:25][CH:26]=[C:18]12. (6) Given the product [N:19]1([CH:14]([C:11]2[CH:10]=[CH:9][C:8]([C:5]3[CH:6]=[CH:7][C:2]([F:1])=[CH:3][CH:4]=3)=[CH:13][N:12]=2)[CH3:15])[CH:18]=[CH:17][N:21]=[CH:20]1, predict the reactants needed to synthesize it. The reactants are: [F:1][C:2]1[CH:7]=[CH:6][C:5]([C:8]2[CH:9]=[CH:10][C:11]([CH:14](O)[CH3:15])=[N:12][CH:13]=2)=[CH:4][CH:3]=1.[CH:17]1[N:21]=[CH:20][N:19](C([N:19]2[CH:20]=[N:21][CH:17]=[CH:18]2)=O)[CH:18]=1. (7) Given the product [CH:1]([O:4][C:5]1[CH:12]=[CH:11][CH:10]=[CH:9][C:6]=1[CH2:7][NH:26][C:25]1[CH:24]=[CH:23][CH:22]=[CH:21][C:20]=1[O:19][C:16]1[CH:15]=[CH:14][CH:13]=[CH:18][CH:17]=1)([CH3:3])[CH3:2], predict the reactants needed to synthesize it. The reactants are: [CH:1]([O:4][C:5]1[CH:12]=[CH:11][CH:10]=[CH:9][C:6]=1[CH:7]=O)([CH3:3])[CH3:2].[CH:13]1[CH:18]=[CH:17][C:16]([O:19][C:20]2[C:25]([NH2:26])=[CH:24][CH:23]=[CH:22][CH:21]=2)=[CH:15][CH:14]=1.[BH4-].[Na+].C(O)(=O)C. (8) Given the product [NH:1]1[C:5]2=[N:6][CH:7]=[CH:8][CH:9]=[C:4]2[C:3]([CH2:10][N:11]2[C:15]3=[N:16][C:17]([C:25]4[CH:24]=[N:23][N:22]([CH3:21])[CH:26]=4)=[CH:18][N:19]=[C:14]3[N:13]=[N:12]2)=[CH:2]1, predict the reactants needed to synthesize it. The reactants are: [NH:1]1[C:5]2=[N:6][CH:7]=[CH:8][CH:9]=[C:4]2[C:3]([CH2:10][N:11]2[C:15]3=[N:16][C:17](Br)=[CH:18][N:19]=[C:14]3[N:13]=[N:12]2)=[CH:2]1.[CH3:21][N:22]1[CH:26]=[C:25](B2OC(C)(C)C(C)(C)O2)[CH:24]=[N:23]1.C([O-])([O-])=O.[Cs+].[Cs+]. (9) Given the product [CH3:34][S:35]([O:18][CH2:17][C@@H:16]([O:15][C:14]1[CH:20]=[C:21]([O:23][C:24]2[CH:29]=[N:28][C:27]([S:30]([CH3:33])(=[O:32])=[O:31])=[CH:26][N:25]=2)[CH:22]=[C:12]([C:10]2[NH:11][C:7]([C:5]3[O:6][C@@H:2]([CH3:1])[CH2:3][N:4]=3)=[CH:8][CH:9]=2)[CH:13]=1)[CH3:19])(=[O:37])=[O:36], predict the reactants needed to synthesize it. The reactants are: [CH3:1][C@@H:2]1[O:6][C:5]([C:7]2[NH:11][C:10]([C:12]3[CH:13]=[C:14]([CH:20]=[C:21]([O:23][C:24]4[CH:29]=[N:28][C:27]([S:30]([CH3:33])(=[O:32])=[O:31])=[CH:26][N:25]=4)[CH:22]=3)[O:15][C@@H:16]([CH3:19])[CH2:17][OH:18])=[CH:9][CH:8]=2)=[N:4][CH2:3]1.[CH3:34][S:35](O)(=[O:37])=[O:36].